From a dataset of Experimentally validated miRNA-target interactions with 360,000+ pairs, plus equal number of negative samples. Binary Classification. Given a miRNA mature sequence and a target amino acid sequence, predict their likelihood of interaction. (1) The miRNA is hsa-miR-331-5p with sequence CUAGGUAUGGUCCCAGGGAUCC. The protein sequence of the target gene is MPRAEPRATLGEQEKAGLPLGAWRLYLLRHFRKQTELRRSGSRDVTGALLVAAAVASEAVGSLRVAEGGPNTLLLQVLRSWPWCNKELKTMEERKVKRRSPKSFSAHCTQVVNAKKNAIPVSKSTGFSNPASQSTSQRPKLKRVMKEKTKPQGGEGKGAQSTPIQHSFLTDVSDVQEMERGLLSLLNDFHSGKLQAFGNECSIEQMEHVRGMQEKLARLNLELYGELEELPEDKRKTASDSNLDRLLSDLEELNSSIQKLHLADAQDVPNTSAS. Result: 0 (no interaction). (2) The miRNA is hsa-miR-31-5p with sequence AGGCAAGAUGCUGGCAUAGCU. The protein sequence of the target gene is MSAEVIHQVEEALDTDEKEMLLFLCRDVAIDVVPPNVRDLLDILRERGKLSVGDLAELLYRVRRFDLLKRILKMDRKAVETHLLRNPHLVSDYRVLMAEIGEDLDKSDVSSLIFLMKDYMGRGKISKEKSFLDLVVELEKLNLVAPDQLDLLEKCLKNIHRIDLKTKIQKYKQSVQGAGTSYRNVLQAAIQKSLKDPSNNFRLHNGRSKEQRLKEQLGAQQEPVKKSIQESEAFLPQSIPEERYKMKSKPLGICLIIDCIGNETELLRDTFTSLGYEVQKFLHLSMHGISQILGQFACMP.... Result: 0 (no interaction).